This data is from Catalyst prediction with 721,799 reactions and 888 catalyst types from USPTO. The task is: Predict which catalyst facilitates the given reaction. Reactant: [N:1]([CH2:4][CH2:5][O:6][CH2:7][CH2:8][O:9][CH2:10][CH2:11][O:12][CH2:13][CH2:14][NH2:15])=[N+:2]=[N-:3].[C:16]1(=[O:23])[O:22][C:20](=[O:21])[CH2:19][O:18][CH2:17]1.O.C(#N)C. Product: [N:1]([CH2:4][CH2:5][O:6][CH2:7][CH2:8][O:9][CH2:10][CH2:11][O:12][CH2:13][CH2:14][NH:15][C:20](=[O:21])[CH2:19][O:18][CH2:17][C:16]([OH:23])=[O:22])=[N+:2]=[N-:3]. The catalyst class is: 4.